Dataset: Peptide-MHC class I binding affinity with 185,985 pairs from IEDB/IMGT. Task: Regression. Given a peptide amino acid sequence and an MHC pseudo amino acid sequence, predict their binding affinity value. This is MHC class I binding data. (1) The peptide sequence is QIYPGIKVR. The MHC is HLA-A01:01 with pseudo-sequence HLA-A01:01. The binding affinity (normalized) is 0. (2) The peptide sequence is FMRERQLPQ. The MHC is HLA-B15:01 with pseudo-sequence HLA-B15:01. The binding affinity (normalized) is 0.504. (3) The peptide sequence is IYSTGNNVF. The MHC is HLA-A26:01 with pseudo-sequence HLA-A26:01. The binding affinity (normalized) is 0. (4) The peptide sequence is FLKEEGGL. The MHC is HLA-A31:01 with pseudo-sequence HLA-A31:01. The binding affinity (normalized) is 0.138. (5) The peptide sequence is STANVSLAAI. The binding affinity (normalized) is 0.930. The MHC is HLA-A68:02 with pseudo-sequence HLA-A68:02.